From a dataset of Reaction yield outcomes from USPTO patents with 853,638 reactions. Predict the reaction yield, written as a fraction of the theoretical maximum amount of product (1.0 means a 100% yield; for example, 0.34 means a 34% yield). (1) The reactants are [C:1]([O:5][C:6](=[O:19])[CH2:7][C@@H:8]([CH2:17][OH:18])[CH2:9][C@H:10]([CH3:16])[CH2:11][CH2:12][CH2:13][CH2:14][CH3:15])([CH3:4])([CH3:3])[CH3:2].[S:20](Cl)([C:23]1[CH:29]=[CH:28][C:26]([CH3:27])=[CH:25][CH:24]=1)(=[O:22])=[O:21].C(N(CC)CC)C. The catalyst is C(Cl)Cl.CN(C1C=CN=CC=1)C. The product is [C:1]([O:5][C:6](=[O:19])[CH2:7][C@@H:8]([CH2:17][O:18][S:20]([C:23]1[CH:29]=[CH:28][C:26]([CH3:27])=[CH:25][CH:24]=1)(=[O:22])=[O:21])[CH2:9][C@H:10]([CH3:16])[CH2:11][CH2:12][CH2:13][CH2:14][CH3:15])([CH3:3])([CH3:2])[CH3:4]. The yield is 0.960. (2) The reactants are [C:1]([N:4]1[CH2:9][CH2:8][C:7]2[N:10]([CH2:23][CH:24](O)[CH2:25][N:26]3[CH2:31][CH2:30][N:29]([C:32]4[CH:39]=[CH:38][CH:37]=[CH:36][C:33]=4[C:34]#[N:35])[CH2:28][CH2:27]3)[N:11]=[C:12]([C:13]3[CH:18]=[CH:17][C:16]([C:19]([F:22])([F:21])[F:20])=[CH:15][CH:14]=3)[C:6]=2[CH2:5]1)(=[O:3])[CH3:2].CCN(S(F)(F)[F:47])CC.CO.C(Cl)Cl. The catalyst is C(Cl)Cl. The product is [C:1]([N:4]1[CH2:9][CH2:8][C:7]2[N:10]([CH2:23][CH:24]([F:47])[CH2:25][N:26]3[CH2:31][CH2:30][N:29]([C:32]4[CH:39]=[CH:38][CH:37]=[CH:36][C:33]=4[C:34]#[N:35])[CH2:28][CH2:27]3)[N:11]=[C:12]([C:13]3[CH:18]=[CH:17][C:16]([C:19]([F:22])([F:21])[F:20])=[CH:15][CH:14]=3)[C:6]=2[CH2:5]1)(=[O:3])[CH3:2]. The yield is 0.500. (3) The reactants are [CH3:1][S:2]([NH:5][C:6]1[C:7]([C:19]2[CH:24]=[CH:23][CH:22]=[CH:21][CH:20]=2)=[N:8][C:9]2[C:14]([C:15]=1[C:16]([OH:18])=O)=[CH:13][CH:12]=[CH:11][CH:10]=2)(=[O:4])=[O:3].C1C=C2N=NN(O)C2=CC=1.O.CN1CCOCC1.CCN=C=NCCCN(C)C.[C:54]1([C@@H:60]([NH2:63])[CH2:61][CH3:62])[CH:59]=[CH:58][CH:57]=[CH:56][CH:55]=1. The catalyst is O1CCCC1. The product is [CH3:1][S:2]([NH:5][C:6]1[C:7]([C:19]2[CH:24]=[CH:23][CH:22]=[CH:21][CH:20]=2)=[N:8][C:9]2[C:14]([C:15]=1[C:16]([NH:63][C@H:60]([C:54]1[CH:59]=[CH:58][CH:57]=[CH:56][CH:55]=1)[CH2:61][CH3:62])=[O:18])=[CH:13][CH:12]=[CH:11][CH:10]=2)(=[O:4])=[O:3]. The yield is 0.150. (4) The reactants are [NH2:1][C:2]1[S:3][CH:4]=[CH:5][N:6]=1.N1C=CC=CC=1.C(Cl)Cl.[Br:16][C:17]1[CH:22]=[CH:21][C:20]([S:23](Cl)(=[O:25])=[O:24])=[C:19]([F:27])[CH:18]=1. No catalyst specified. The product is [Br:16][C:17]1[CH:22]=[CH:21][C:20]([S:23]([NH:1][C:2]2[S:3][CH:4]=[CH:5][N:6]=2)(=[O:24])=[O:25])=[C:19]([F:27])[CH:18]=1. The yield is 0.360. (5) The reactants are O[C:2]1[CH:3]=[C:4]([NH:8][C:9]2[N:14]=[C:13]([NH:15][C:16]3[CH:21]=[CH:20][CH:19]=[C:18](O)[CH:17]=3)[C:12]([F:23])=[CH:11][N:10]=2)[CH:5]=[CH:6][CH:7]=1.[CH2:24]([N:31]1[CH2:36][CH2:35][N:34](C2C=CC(N)=CC=2)[CH2:33][CH2:32]1)[C:25]1[CH:30]=[CH:29][CH:28]=[CH:27][CH:26]=1.Cl[C:45]1[N:50]=[C:49](Cl)[C:48](F)=[CH:47]N=1. No catalyst specified. The product is [CH2:49]([N:50]1[CH2:45][CH2:9][N:8]([C:7]2[CH:6]=[CH:5][C:4]([NH:8][C:9]3[N:14]=[C:13]([NH:15][C:16]4[CH:21]=[CH:20][C:19]([N:34]5[CH2:33][CH2:32][N:31]([CH2:24][C:25]6[CH:26]=[CH:27][CH:28]=[CH:29][CH:30]=6)[CH2:36][CH2:35]5)=[CH:18][CH:17]=4)[C:12]([F:23])=[CH:11][N:10]=3)=[CH:3][CH:2]=2)[CH2:4][CH2:3]1)[C:48]1[CH:47]=[CH:2][CH:7]=[CH:6][CH:5]=1. The yield is 0.640. (6) The reactants are [F:1][C:2]([F:36])([F:35])[C:3]1[CH:34]=[CH:33][C:6]([CH2:7][O:8][C:9]([N:11]2[CH2:16][CH2:15][CH2:14][CH:13]([C:17]3[CH:22]=[CH:21][C:20]([CH3:23])=[C:19]([O:24][C:25]([C:28]([O:30]CC)=[O:29])([CH3:27])[CH3:26])[CH:18]=3)[CH2:12]2)=[O:10])=[CH:5][CH:4]=1.C(=O)([O-])[O-].[K+].[K+].CO. The yield is 0.940. The catalyst is O. The product is [F:35][C:2]([F:1])([F:36])[C:3]1[CH:34]=[CH:33][C:6]([CH2:7][O:8][C:9]([N:11]2[CH2:16][CH2:15][CH2:14][CH:13]([C:17]3[CH:22]=[CH:21][C:20]([CH3:23])=[C:19]([O:24][C:25]([C:28]([OH:30])=[O:29])([CH3:27])[CH3:26])[CH:18]=3)[CH2:12]2)=[O:10])=[CH:5][CH:4]=1. (7) The catalyst is CC(C)=O. The yield is 0.540. The product is [CH2:1]([O:8][C:9]1[CH:33]=[CH:32][C:12]([CH2:13][N:14]([CH2:24][CH2:25][C:26]2[CH:31]=[CH:30][CH:29]=[CH:28][N:27]=2)[C:15](=[O:23])[C:16]2[CH:21]=[CH:20][CH:19]=[CH:18][C:17]=2[Cl:22])=[CH:11][C:10]=1[O:34][CH2:42][CH2:43][OH:44])[C:2]1[CH:7]=[CH:6][CH:5]=[CH:4][CH:3]=1. The reactants are [CH2:1]([O:8][C:9]1[CH:33]=[CH:32][C:12]([CH2:13][N:14]([CH2:24][CH2:25][C:26]2[CH:31]=[CH:30][CH:29]=[CH:28][N:27]=2)[C:15](=[O:23])[C:16]2[CH:21]=[CH:20][CH:19]=[CH:18][C:17]=2[Cl:22])=[CH:11][C:10]=1[OH:34])[C:2]1[CH:7]=[CH:6][CH:5]=[CH:4][CH:3]=1.C([O-])([O-])=O.[K+].[K+].Br[CH2:42][CH2:43][OH:44]. (8) The reactants are C[O:2][C:3]([C:5]1[S:6][CH:7]=[C:8]([CH3:13])[C:9]=1[NH:10][CH:11]=O)=O.C([O-])=O.[NH4+].C([NH2:20])=O. No catalyst specified. The product is [CH3:13][C:8]1[C:9]2[N:10]=[CH:11][NH:20][C:3](=[O:2])[C:5]=2[S:6][CH:7]=1. The yield is 0.720.